From a dataset of Full USPTO retrosynthesis dataset with 1.9M reactions from patents (1976-2016). Predict the reactants needed to synthesize the given product. Given the product [OH:31][C@@H:32]([CH2:34][O:35][C:36]1[CH:37]=[CH:38][C:39]2[S:43][C:42]([CH3:44])=[N:41][C:40]=2[CH:45]=1)[CH2:33][N:4]1[CH2:5][CH2:6][N:1]([CH2:7][CH2:8][NH:9][C:10]([C:12]2[CH:17]=[CH:16][C:15]([C:18]([F:19])([F:21])[F:20])=[CH:14][CH:13]=2)=[O:11])[CH2:2][CH2:3]1, predict the reactants needed to synthesize it. The reactants are: [N:1]1([CH2:7][CH2:8][NH:9][C:10]([C:12]2[CH:17]=[CH:16][C:15]([C:18]([F:21])([F:20])[F:19])=[CH:14][CH:13]=2)=[O:11])[CH2:6][CH2:5][NH:4][CH2:3][CH2:2]1.C(N(C(C)C)CC)(C)C.[O:31]1[CH2:33][C@@H:32]1[CH2:34][O:35][C:36]1[CH:37]=[CH:38][C:39]2[S:43][C:42]([CH3:44])=[N:41][C:40]=2[CH:45]=1.